Predict the product of the given reaction. From a dataset of Forward reaction prediction with 1.9M reactions from USPTO patents (1976-2016). (1) Given the reactants [Cl:1][C:2]1[N:7]=[C:6]([CH2:8][C:9]([C:11]2[CH:12]=[C:13]([NH:17][C:18](=[O:27])[C:19]3[C:24]([F:25])=[CH:23][CH:22]=[CH:21][C:20]=3[F:26])[CH:14]=[CH:15][CH:16]=2)=O)[CH:5]=[CH:4][N:3]=1.[CH3:28][C:29]([S:32]([CH2:35][C:36](=[S:38])[NH2:37])(=[O:34])=[O:33])([CH3:31])[CH3:30], predict the reaction product. The product is: [Cl:1][C:2]1[N:7]=[C:6]([C:8]2[S:38][C:36]([CH2:35][S:32]([C:29]([CH3:31])([CH3:30])[CH3:28])(=[O:34])=[O:33])=[N:37][C:9]=2[C:11]2[CH:12]=[C:13]([NH:17][C:18](=[O:27])[C:19]3[C:24]([F:25])=[CH:23][CH:22]=[CH:21][C:20]=3[F:26])[CH:14]=[CH:15][CH:16]=2)[CH:5]=[CH:4][N:3]=1. (2) Given the reactants [F:1][C:2]1[CH:3]=[CH:4][CH:5]=[C:6]([O:11][CH3:12])[C:7]=1[C:8]([OH:10])=O.S(Cl)(Cl)=O.C1(C)C=CC=CC=1.[NH2:24][C:25]1[CH:32]=[C:31]([CH3:33])[CH:30]=[CH:29][C:26]=1[C:27]#[N:28], predict the reaction product. The product is: [C:27]([C:26]1[CH:29]=[CH:30][C:31]([CH3:33])=[CH:32][C:25]=1[NH:24][C:8](=[O:10])[C:7]1[C:6]([O:11][CH3:12])=[CH:5][CH:4]=[CH:3][C:2]=1[F:1])#[N:28].